This data is from Forward reaction prediction with 1.9M reactions from USPTO patents (1976-2016). The task is: Predict the product of the given reaction. (1) Given the reactants ClC1C(C(NCC23CC4CC(CC(C4)C2)C3)=O)=C[C:5](C2C=CC=CC=2C(O)=O)=[N:6]C=1.[Cl:31][C:32]1[CH:51]=[CH:50][C:49]([C:52]2[C:53](Cl)=[N:54][CH:55]=[C:56]([CH3:58])[CH:57]=2)=[CH:48][C:33]=1[C:34]([NH:36][CH2:37][C:38]12[CH2:47][CH:42]3[CH2:43][CH:44]([CH2:46][CH:40]([CH2:41]3)[CH2:39]1)[CH2:45]2)=[O:35], predict the reaction product. The product is: [Cl:31][C:32]1[CH:51]=[CH:50][C:49]([C:52]2[C:53]([C:5]#[N:6])=[N:54][CH:55]=[C:56]([CH3:58])[CH:57]=2)=[CH:48][C:33]=1[C:34]([NH:36][CH2:37][C:38]12[CH2:45][CH:44]3[CH2:46][CH:40]([CH2:41][CH:42]([CH2:43]3)[CH2:47]1)[CH2:39]2)=[O:35]. (2) Given the reactants ClC1C=C(CS(NC2C(O)=NC(S(CC)(=O)=O)=CN=2)(=O)=O)C=CC=1.[Cl:25][C:26]1[CH:31]=[CH:30][CH:29]=[CH:28][C:27]=1[CH2:32][S:33]([NH:36][C:37]1[N:38]=[N:39][C:40]([S:45]([CH3:48])(=[O:47])=[O:46])=[CH:41][C:42]=1[O:43]C)(=[O:35])=[O:34].ClC1C=C(CS(NC2C(OC)=NC(S(CC)(=O)=O)=CN=2)(=O)=O)C=CC=1, predict the reaction product. The product is: [Cl:25][C:26]1[CH:31]=[CH:30][CH:29]=[CH:28][C:27]=1[CH2:32][S:33]([NH:36][C:37]1[N:38]=[N:39][C:40]([S:45]([CH3:48])(=[O:46])=[O:47])=[CH:41][C:42]=1[OH:43])(=[O:34])=[O:35]. (3) Given the reactants C([O:3][C:4]([C:6]1[C:7]([O:26]C(=O)C)=[C:8]2[C:16]([Cl:17])=[CH:15][N:14]([CH2:18][C:19]3[CH:24]=[CH:23][C:22]([F:25])=[CH:21][CH:20]=3)[C:9]2=[C:10]([C:12]#[N:13])[N:11]=1)=O)C.[NH2:30][CH2:31][C:32]([OH:34])=[O:33].C[O-].[Na+].CO, predict the reaction product. The product is: [Cl:17][C:16]1[C:8]2[C:9](=[C:10]([C:12]#[N:13])[N:11]=[C:6]([C:4]([NH:30][CH2:31][C:32]([OH:34])=[O:33])=[O:3])[C:7]=2[OH:26])[N:14]([CH2:18][C:19]2[CH:24]=[CH:23][C:22]([F:25])=[CH:21][CH:20]=2)[CH:15]=1. (4) Given the reactants [CH:1]1([C:7]2[C:15]3[C:10](=[CH:11][C:12]([C:16]([OH:18])=[O:17])=[CH:13][CH:14]=3)[N:9]([CH2:19][C:20]([N:22]3[CH2:27][CH2:26][O:25][CH2:24][CH2:23]3)=[O:21])[C:8]=2[C:28]2[CH:33]=[CH:32][C:31]([C:34]3C=[CH:38][C:37](N(C)C)=[CH:36][CH:35]=3)=[CH:30][CH:29]=2)[CH2:6][CH2:5][CH2:4][CH2:3][CH2:2]1.COC(C1C=C2C(C(C3CCCCC3)=C(C3C=CC(O[S:72](C(F)(F)F)(=O)=O)=CC=3)N2CC(N2CCOCC2)=O)=CC=1)=O.CC1SC(B(O)O)=CC=1, predict the reaction product. The product is: [CH:1]1([C:7]2[C:15]3[C:10](=[CH:11][C:12]([C:16]([OH:18])=[O:17])=[CH:13][CH:14]=3)[N:9]([CH2:19][C:20]([N:22]3[CH2:27][CH2:26][O:25][CH2:24][CH2:23]3)=[O:21])[C:8]=2[C:28]2[CH:33]=[CH:32][C:31]([C:34]3[S:72][C:37]([CH3:38])=[CH:36][CH:35]=3)=[CH:30][CH:29]=2)[CH2:6][CH2:5][CH2:4][CH2:3][CH2:2]1. (5) Given the reactants P(Cl)(Cl)([Cl:3])=O.S[C:7]1[N:12]([CH3:13])[C:11](=[O:14])[CH:10]=[C:9]([C:15]2[CH:20]=[CH:19][N:18]=[CH:17][N:16]=2)[N:8]=1.C(=O)([O-])[O-].[K+].[K+], predict the reaction product. The product is: [Cl:3][C:7]1[N:12]([CH3:13])[C:11](=[O:14])[CH:10]=[C:9]([C:15]2[CH:20]=[CH:19][N:18]=[CH:17][N:16]=2)[N:8]=1. (6) The product is: [O:16]=[C:9]1[N:10]2[C:6]3[C:5]([NH:22][C:12](=[O:13])[CH2:11]2)=[CH:4][N:3]=[CH:2][C:7]=3[N:8]1[CH2:17][C:18]([O:20][CH3:21])=[O:19]. Given the reactants Cl[C:2]1[C:7]2[N:8]([CH2:17][C:18]([O:20][CH3:21])=[O:19])[C:9](=[O:16])[N:10]([CH2:11][C:12](OC)=[O:13])[C:6]=2[C:5]([N+:22]([O-])=O)=[C:4](Cl)[N:3]=1, predict the reaction product. (7) Given the reactants Cl[C:2]1[N:7]=[CH:6][C:5]([C:8]([OH:11])([CH3:10])[CH3:9])=[CH:4][CH:3]=1.C1(P(C2CCCCC2)C2C=CC=CC=2C2C=CC=CC=2)CCCCC1.[Li][N:38]([Si](C)(C)C)[Si](C)(C)C, predict the reaction product. The product is: [NH2:38][C:2]1[N:7]=[CH:6][C:5]([C:8]([OH:11])([CH3:10])[CH3:9])=[CH:4][CH:3]=1. (8) Given the reactants [NH2:1][C:2]1[NH:7][C:6](=[O:8])[NH:5][C:4](=[O:9])[CH:3]=1.[N:10]([O-])=[O:11].[Na+].C(O)(=O)C, predict the reaction product. The product is: [N:10]([C:3]1[C:4](=[O:9])[NH:5][C:6](=[O:8])[NH:7][C:2]=1[NH2:1])=[O:11]. (9) Given the reactants [NH:1]1[CH2:6][CH2:5][O:4][CH2:3][CH2:2]1.Cl.C(N=C=NCCCN(C)C)C.[CH3:19][O:20][C:21]1[C:22](=[O:48])[C:23]([CH3:47])=[C:24]([CH2:30][C:31]2[CH:32]=[CH:33][C:34]([O:40][C:41]3[CH:46]=[CH:45][CH:44]=[CH:43][CH:42]=3)=[C:35]([CH:39]=2)[C:36](O)=[O:37])[C:25](=[O:29])[C:26]=1[O:27][CH3:28], predict the reaction product. The product is: [CH3:19][O:20][C:21]1[C:22](=[O:48])[C:23]([CH3:47])=[C:24]([CH2:30][C:31]2[CH:32]=[CH:33][C:34]([O:40][C:41]3[CH:46]=[CH:45][CH:44]=[CH:43][CH:42]=3)=[C:35]([CH:39]=2)[C:36]([N:1]2[CH2:6][CH2:5][O:4][CH2:3][CH2:2]2)=[O:37])[C:25](=[O:29])[C:26]=1[O:27][CH3:28]. (10) Given the reactants F[C:2]1[CH:3]=[C:4]([N+:8]([O-:10])=[O:9])[CH:5]=[CH:6][CH:7]=1.[NH:11]1[CH2:16][CH2:15][NH:14][CH2:13][CH2:12]1.O, predict the reaction product. The product is: [N+:8]([C:4]1[CH:3]=[C:2]([N:11]2[CH2:16][CH2:15][NH:14][CH2:13][CH2:12]2)[CH:7]=[CH:6][CH:5]=1)([O-:10])=[O:9].